From a dataset of Reaction yield outcomes from USPTO patents with 853,638 reactions. Predict the reaction yield, written as a fraction of the theoretical maximum amount of product (1.0 means a 100% yield; for example, 0.34 means a 34% yield). (1) The reactants are C([O:3][C:4]([CH:6]1[CH2:11][NH:10][C:9]2[CH:12]=[C:13]([C:16]([F:19])([F:18])[F:17])[CH:14]=[CH:15][C:8]=2[O:7]1)=[O:5])C.[C:20]([O-])([O-])=O.[K+].[K+].IC.Cl. The catalyst is CN(C=O)C.O. The product is [CH3:20][N:10]1[C:9]2[CH:12]=[C:13]([C:16]([F:17])([F:18])[F:19])[CH:14]=[CH:15][C:8]=2[O:7][CH:6]([C:4]([OH:3])=[O:5])[CH2:11]1. The yield is 0.100. (2) The reactants are [Cl:1][C:2]1[CH:7]=[CH:6][N:5]=[CH:4][CH:3]=1.OS(O)(=O)=O.OO.[CH3:15][NH:16][CH:17]=[O:18]. No catalyst specified. The product is [Cl:1][C:2]1[CH:7]=[CH:6][N:5]=[C:4]([C:17]([NH:16][CH3:15])=[O:18])[CH:3]=1. The yield is 0.0530. (3) The reactants are C(O[C:4](=[O:15])[C:5]1[CH:10]=[C:9]([CH2:11][CH3:12])[CH:8]=[N:7][C:6]=1[NH:13][CH3:14])C.[OH-].[K+].[C:18]([C:22]1[CH:39]=[CH:38][C:25]([CH2:26][NH:27][CH2:28][CH2:29][C:30]2[CH:35]=[CH:34][C:33]([Cl:36])=[C:32]([Cl:37])[CH:31]=2)=[CH:24][CH:23]=1)([CH3:21])([CH3:20])[CH3:19].CN(C(ON1N=NC2C=CC=CC1=2)=[N+](C)C)C.F[P-](F)(F)(F)(F)F.CN1CCOCC1. The catalyst is C1COCC1. The product is [C:18]([C:22]1[CH:39]=[CH:38][C:25]([CH2:26][N:27]([CH2:28][CH2:29][C:30]2[CH:35]=[CH:34][C:33]([Cl:36])=[C:32]([Cl:37])[CH:31]=2)[C:4](=[O:15])[C:5]2[CH:10]=[C:9]([CH2:11][CH3:12])[CH:8]=[N:7][C:6]=2[NH:13][CH3:14])=[CH:24][CH:23]=1)([CH3:21])([CH3:19])[CH3:20]. The yield is 0.800. (4) The reactants are [CH2:1]([O:3][C:4]([C:6]1[S:7][C:8](Br)=[CH:9][CH:10]=1)=[O:5])[CH3:2].C(N(CC)CC)C.[CH3:19][C:20]([CH3:24])([CH3:23])[C:21]#[CH:22]. The catalyst is CN(C=O)C.[Cu](I)I.C1C=CC(/C=C/C(/C=C/C2C=CC=CC=2)=O)=CC=1.C1C=CC(/C=C/C(/C=C/C2C=CC=CC=2)=O)=CC=1.C1C=CC(/C=C/C(/C=C/C2C=CC=CC=2)=O)=CC=1.[Pd].[Pd]. The product is [CH2:1]([O:3][C:4]([C:6]1[S:7][C:8]([C:22]#[C:21][C:20]([CH3:24])([CH3:23])[CH3:19])=[CH:9][CH:10]=1)=[O:5])[CH3:2]. The yield is 0.950. (5) The reactants are CCN=C=[N:5][CH2:6][CH2:7][CH2:8][N:9](C)C.Cl.C1C=CC2N([OH:22])N=NC=2C=1.CN1[CH2:29][CH2:28][O:27][CH2:26]C1.N.C1[CH2:35][O:34][CH2:33][CH2:32]1. The catalyst is O. The product is [NH2:9][C:8]1[CH:29]=[C:28]([O:27][CH3:26])[CH:32]=[C:33]([O:34][CH3:35])[C:7]=1[C:6]([NH2:5])=[O:22]. The yield is 0.570.